This data is from CYP1A2 inhibition data for predicting drug metabolism from PubChem BioAssay. The task is: Regression/Classification. Given a drug SMILES string, predict its absorption, distribution, metabolism, or excretion properties. Task type varies by dataset: regression for continuous measurements (e.g., permeability, clearance, half-life) or binary classification for categorical outcomes (e.g., BBB penetration, CYP inhibition). Dataset: cyp1a2_veith. The result is 1 (inhibitor). The compound is CCOC(=O)C1=C(c2ccccc2)N=c2s/c(=C\c3ccco3)c(=O)n2C1c1cccs1.